This data is from Forward reaction prediction with 1.9M reactions from USPTO patents (1976-2016). The task is: Predict the product of the given reaction. (1) Given the reactants [CH:1]1([C@:4]([OH:28])([CH3:27])[CH2:5][NH:6][C:7]([C:9]2[CH:14]=[N:13][C:12](Br)=[C:11]([C:16]3[CH:21]=[CH:20][C:19]([O:22][C:23]([F:26])([F:25])[F:24])=[CH:18][CH:17]=3)[N:10]=2)=[O:8])[CH2:3][CH2:2]1.[C:29]([C:31]1[CH:36]=[CH:35][CH:34]=[CH:33][N:32]=1)#[CH:30], predict the reaction product. The product is: [CH:1]1([C@:4]([OH:28])([CH3:27])[CH2:5][NH:6][C:7]([C:9]2[CH:14]=[N:13][C:12]([CH2:30][CH2:29][C:31]3[CH:36]=[CH:35][CH:34]=[CH:33][N:32]=3)=[C:11]([C:16]3[CH:21]=[CH:20][C:19]([O:22][C:23]([F:26])([F:25])[F:24])=[CH:18][CH:17]=3)[N:10]=2)=[O:8])[CH2:3][CH2:2]1. (2) Given the reactants [Li+].[OH-].[F:3][C:4]1[CH:28]=[CH:27][C:7]([CH2:8][N:9]2[CH:14]=[CH:13][CH:12]=[C:11]([C:15]([O:17]CC3C=CC(F)=CC=3)=[O:16])[C:10]2=[O:26])=[CH:6][CH:5]=1.Cl, predict the reaction product. The product is: [F:3][C:4]1[CH:5]=[CH:6][C:7]([CH2:8][N:9]2[CH:14]=[CH:13][CH:12]=[C:11]([C:15]([OH:17])=[O:16])[C:10]2=[O:26])=[CH:27][CH:28]=1. (3) Given the reactants C(OC([N:8]1[CH2:13][CH2:12][CH:11]([O:14][C:15]2[CH:20]=[CH:19][C:18]([F:21])=[CH:17][C:16]=2[Cl:22])[CH2:10][CH2:9]1)=O)(C)(C)C.Cl, predict the reaction product. The product is: [ClH:22].[Cl:22][C:16]1[CH:17]=[C:18]([F:21])[CH:19]=[CH:20][C:15]=1[O:14][CH:11]1[CH2:10][CH2:9][NH:8][CH2:13][CH2:12]1. (4) Given the reactants [H-].[Na+].[Cl:3][C:4]1[CH:5]=[CH:6][C:7]([O:18][CH2:19][C:20]2[CH:25]=[CH:24][CH:23]=[CH:22][CH:21]=2)=[C:8]([CH2:10][C:11]2[S:12][CH:13]=[C:14]([C:16]#[N:17])[N:15]=2)[CH:9]=1.[CH3:26][OH:27], predict the reaction product. The product is: [ClH:3].[Cl:3][C:4]1[CH:5]=[CH:6][C:7]([O:18][CH2:19][C:20]2[CH:21]=[CH:22][CH:23]=[CH:24][CH:25]=2)=[C:8]([CH2:10][C:11]2[S:12][CH:13]=[C:14]([C:16](=[NH:17])[O:27][CH3:26])[N:15]=2)[CH:9]=1. (5) Given the reactants O=[C:2]([C:9]1SC=[CH:12][CH:13]=1)[CH2:3][C:4]([O:6][CH2:7]C)=O.S1C=CC=C1C1C=CN=C(N)N=1.C[C:27]1([CH3:35])[O:32][C:31](=[O:33])[CH2:30][C:29](=[O:34])O1.COC1C=CC(C(O)=O)=CC=1, predict the reaction product. The product is: [O:34]=[C:29]([C:9]1[CH:2]=[CH:3][C:4]([O:6][CH3:7])=[CH:12][CH:13]=1)[CH2:30][C:31]([O:32][CH2:27][CH3:35])=[O:33]. (6) Given the reactants [CH3:1][C:2]1[N:3]([C@H:8]2[CH2:12][C@@H:11]([C:13]([O:15][CH3:16])=[O:14])[CH:10]=[CH:9]2)[C:4]([CH3:7])=[CH:5][CH:6]=1.[Br:17][CH2:18][CH2:19][CH2:20]Br, predict the reaction product. The product is: [Br:17][CH2:18][CH2:19][CH2:20][C@@:11]1([C:13]([O:15][CH3:16])=[O:14])[CH2:12][C@H:8]([N:3]2[C:2]([CH3:1])=[CH:6][CH:5]=[C:4]2[CH3:7])[CH:9]=[CH:10]1. (7) The product is: [CH3:13][C:6]12[CH2:8][C:9]3([NH2:12])[CH2:10][CH:4]([CH2:3][C:2]([CH3:1])([CH2:11]3)[CH2:7]1)[CH2:5]2.[OH:16][C:15]([C@H:17]([C:19]1[CH:20]=[CH:21][C:22]([CH2:23][CH:24]([CH3:25])[CH3:26])=[CH:27][CH:28]=1)[CH3:18])=[O:14]. Given the reactants [CH3:1][C:2]12[CH2:11][C:9]3([NH2:12])[CH2:10][CH:4]([CH2:5][C:6]([CH3:13])([CH2:8]3)[CH2:7]1)[CH2:3]2.[OH:14][C:15]([C@H:17]([C:19]1[CH:28]=[CH:27][C:22]([CH2:23][CH:24]([CH3:26])[CH3:25])=[CH:21][CH:20]=1)[CH3:18])=[O:16], predict the reaction product.